This data is from Reaction yield outcomes from USPTO patents with 853,638 reactions. The task is: Predict the reaction yield, written as a fraction of the theoretical maximum amount of product (1.0 means a 100% yield; for example, 0.34 means a 34% yield). The reactants are Cl.[C:2]([O:6][C:7](=[O:13])[C@H:8]([CH:10]([CH3:12])[CH3:11])[NH2:9])([CH3:5])([CH3:4])[CH3:3].[C:14](N1C=CN=C1)(N1C=CN=C1)=[O:15].N1C=CN=C1.Cl.[SH:32][CH2:33][CH2:34][NH:35][CH2:36][CH2:37][C:38]1[CH:43]=[CH:42][CH:41]=[CH:40][CH:39]=1.[O:44]1[CH2:48][CH2:47]CC1. The catalyst is O. The product is [C:48]([S:32][CH2:33][CH2:34][N:35]([CH2:36][CH2:37][C:38]1[CH:43]=[CH:42][CH:41]=[CH:40][CH:39]=1)[C:14](=[O:15])[NH:9][C@@H:8]([CH:10]([CH3:11])[CH3:12])[C:7]([O:6][C:2]([CH3:5])([CH3:4])[CH3:3])=[O:13])(=[O:44])[CH3:47]. The yield is 0.650.